From a dataset of Forward reaction prediction with 1.9M reactions from USPTO patents (1976-2016). Predict the product of the given reaction. Given the reactants C(Cl)(=O)C(Cl)=O.[C:7]1([CH2:13][CH2:14][CH2:15][CH2:16][C:17]([OH:19])=O)[CH:12]=[CH:11][CH:10]=[CH:9][CH:8]=1.[NH2:20][C:21]1[C:26]([C:27]#[N:28])=[CH:25][N:24]=[CH:23][N:22]=1, predict the reaction product. The product is: [C:27]([C:26]1[C:21]([NH:20][C:17](=[O:19])[CH2:16][CH2:15][CH2:14][CH2:13][C:7]2[CH:8]=[CH:9][CH:10]=[CH:11][CH:12]=2)=[N:22][CH:23]=[N:24][CH:25]=1)#[N:28].